This data is from Reaction yield outcomes from USPTO patents with 853,638 reactions. The task is: Predict the reaction yield, written as a fraction of the theoretical maximum amount of product (1.0 means a 100% yield; for example, 0.34 means a 34% yield). The reactants are [CH2:1]([O:3][C:4]([N:6]1[CH2:11][CH2:10][CH:9]([NH:12][C:13]2[O:14][C:15]3[CH:21]=[CH:20][C:19]([N+:22]([O-])=O)=[CH:18][C:16]=3[N:17]=2)[CH2:8][CH2:7]1)=[O:5])[CH3:2].[H][H]. The catalyst is C(O)C.[Pd]. The product is [CH2:1]([O:3][C:4]([N:6]1[CH2:7][CH2:8][CH:9]([NH:12][C:13]2[O:14][C:15]3[CH:21]=[CH:20][C:19]([NH2:22])=[CH:18][C:16]=3[N:17]=2)[CH2:10][CH2:11]1)=[O:5])[CH3:2]. The yield is 0.990.